From a dataset of Full USPTO retrosynthesis dataset with 1.9M reactions from patents (1976-2016). Predict the reactants needed to synthesize the given product. (1) Given the product [ClH:34].[OH:8][CH2:9][C@H:10]1[CH2:19][C:18]2[C:13](=[CH:14][CH:15]=[CH:16][C:17]=2[CH2:20][CH2:21][C:22]([CH3:24])([OH:25])[CH3:23])[C@H:12]([CH3:26])[NH:11]1, predict the reactants needed to synthesize it. The reactants are: [Si]([O:8][CH2:9][C@H:10]1[CH2:19][C:18]2[C:13](=[CH:14][CH:15]=[CH:16][C:17]=2[CH2:20][CH2:21][C:22]([OH:25])([CH3:24])[CH3:23])[C@H:12]([CH3:26])[N:11]1C(OC(C)(C)C)=O)(C(C)(C)C)(C)C.[ClH:34]. (2) Given the product [CH2:35]([O:34][C:33](=[O:37])[NH:11][C@@H:10]([C:7]1[CH:6]=[CH:5][C:4]([C:3]([F:22])([F:2])[F:23])=[CH:9][CH:8]=1)[C:12]1[C:17]([C:18]([F:21])([F:19])[F:20])=[CH:16][CH:15]=[CH:14][N:13]=1)[CH3:36], predict the reactants needed to synthesize it. The reactants are: Cl.[F:2][C:3]([F:23])([F:22])[C:4]1[CH:9]=[CH:8][C:7]([C@@H:10]([C:12]2[C:17]([C:18]([F:21])([F:20])[F:19])=[CH:16][CH:15]=[CH:14][N:13]=2)[NH2:11])=[CH:6][CH:5]=1.CCN(C(C)C)C(C)C.[C:33](Cl)(=[O:37])[O:34][CH2:35][CH3:36].